From a dataset of Forward reaction prediction with 1.9M reactions from USPTO patents (1976-2016). Predict the product of the given reaction. (1) Given the reactants Cl[C:2]1[N:7]=[N:6][C:5]([NH2:8])=[CH:4][CH:3]=1.[F:9][C:10]([F:21])([F:20])[C:11]1[CH:16]=[CH:15][C:14](B(O)O)=[CH:13][CH:12]=1.[F-].[Cs+].C(N(CC)CC)C, predict the reaction product. The product is: [F:9][C:10]([F:21])([F:20])[C:11]1[CH:16]=[CH:15][C:14]([C:2]2[N:7]=[N:6][C:5]([NH2:8])=[CH:4][CH:3]=2)=[CH:13][CH:12]=1. (2) Given the reactants [N:1]1([C:5]([CH:7]2[CH2:12][CH2:11][N:10]([CH:13]3[CH2:16][N:15]([CH2:17][CH2:18][C@@H:19]([C:36]4[CH:41]=[CH:40][C:39]([F:42])=[CH:38][CH:37]=4)[CH2:20][N:21]([CH3:35])[C:22](=[O:34])[C:23]4[CH:28]=[C:27]([C:29]([F:32])([F:31])[F:30])[CH:26]=[C:25]([Br:33])[CH:24]=4)[CH2:14]3)[CH2:9][CH2:8]2)=[O:6])[CH2:4][CH2:3][CH2:2]1.N1CC(N2CCC([C:53](N3CCOCC3)=[O:54])CC2)C1.CCN(C(C)C)C(C)C.C(O[BH-](OC(=O)C)OC(=O)C)(=O)C.[Na+], predict the reaction product. The product is: [Br:33][C:25]1[CH:24]=[C:23]([CH:28]=[C:27]([C:29]([F:30])([F:32])[F:31])[CH:26]=1)[C:22]([N:21]([CH2:20][C@H:19]([C:36]1[CH:37]=[CH:38][C:39]([F:42])=[CH:40][CH:41]=1)[CH2:18][CH2:17][N:15]1[CH2:14][CH:13]([N:10]2[CH2:9][CH2:8][CH:7]([C:5]([N:1]3[CH2:4][CH2:3][O:54][CH2:53][CH2:2]3)=[O:6])[CH2:12][CH2:11]2)[CH2:16]1)[CH3:35])=[O:34]. (3) Given the reactants [Cl:1][C:2]1[CH:7]=[CH:6][C:5]([C:8]2([OH:14])[CH2:13][CH2:12][NH:11][CH2:10][CH2:9]2)=[C:4]([CH3:15])[CH:3]=1.N1C(C)=CC=CC=1C.[I-].[K+].Br[CH2:27][CH2:28][CH:29]=[C:30]1[C:36]2[CH:37]=[CH:38][CH:39]=[N:40][C:35]=2[CH2:34][O:33][C:32]2[CH:41]=[CH:42][C:43]([C:45]([OH:48])([CH3:47])[CH3:46])=[CH:44][C:31]1=2, predict the reaction product. The product is: [Cl:1][C:2]1[CH:7]=[CH:6][C:5]([C:8]2([OH:14])[CH2:9][CH2:10][N:11]([CH2:27][CH2:28][CH:29]=[C:30]3[C:36]4[CH:37]=[CH:38][CH:39]=[N:40][C:35]=4[CH2:34][O:33][C:32]4[CH:41]=[CH:42][C:43]([C:45]([OH:48])([CH3:47])[CH3:46])=[CH:44][C:31]3=4)[CH2:12][CH2:13]2)=[C:4]([CH3:15])[CH:3]=1.